From a dataset of Catalyst prediction with 721,799 reactions and 888 catalyst types from USPTO. Predict which catalyst facilitates the given reaction. (1) Reactant: N1([C:6]([C:8]2[C:9]([CH3:16])=[C:10]([CH:14]=O)[NH:11][C:12]=2[CH3:13])=[O:7])C=CN=C1.[NH2:17][CH2:18][C@@H:19]([OH:27])[CH2:20][N:21]1[CH2:26][CH2:25][O:24][CH2:23][CH2:22]1.[Cl:28][C:29]1[CH:30]=[C:31]2[C:35](=[CH:36][CH:37]=1)[NH:34][C:33](=[O:38])[CH2:32]2.C(N(CC)CC)C. Product: [Cl:28][C:29]1[CH:30]=[C:31]2[C:35](=[CH:36][CH:37]=1)[NH:34][C:33](=[O:38])/[C:32]/2=[CH:14]\[C:10]1[NH:11][C:12]([CH3:13])=[C:8]([C:6]([NH:17][CH2:18][C@@H:19]([OH:27])[CH2:20][N:21]2[CH2:22][CH2:23][O:24][CH2:25][CH2:26]2)=[O:7])[C:9]=1[CH3:16]. The catalyst class is: 1. (2) Reactant: [ClH:1].[C:2]1([CH:8]2[CH2:13][CH2:12][N:11]([CH2:14][C@@H:15]3[CH2:20][CH2:19][CH2:18][CH2:17][C@H:16]3[NH:21]C(=O)OC(C)(C)C)[CH2:10][CH2:9]2)[CH:7]=[CH:6][CH:5]=[CH:4][CH:3]=1. Product: [ClH:1].[C:2]1([CH:8]2[CH2:9][CH2:10][N:11]([CH2:14][C@@H:15]3[CH2:20][CH2:19][CH2:18][CH2:17][C@H:16]3[NH2:21])[CH2:12][CH2:13]2)[CH:3]=[CH:4][CH:5]=[CH:6][CH:7]=1. The catalyst class is: 12.